This data is from Reaction yield outcomes from USPTO patents with 853,638 reactions. The task is: Predict the reaction yield, written as a fraction of the theoretical maximum amount of product (1.0 means a 100% yield; for example, 0.34 means a 34% yield). The reactants are C(OC([NH:8][CH:9]([C:21]1[CH:26]=[CH:25][C:24]([CH3:27])=[CH:23][CH:22]=1)[C:10]([O:12][C@@H:13]1[CH:18]2[CH2:19][CH2:20][N:15]([CH2:16][CH2:17]2)[CH2:14]1)=[O:11])=O)(C)(C)C.[ClH:28]. The catalyst is C1COCC1. The product is [ClH:28].[ClH:28].[NH2:8][CH:9]([C:21]1[CH:22]=[CH:23][C:24]([CH3:27])=[CH:25][CH:26]=1)[C:10]([O:12][C@@H:13]1[CH:18]2[CH2:17][CH2:16][N:15]([CH2:20][CH2:19]2)[CH2:14]1)=[O:11]. The yield is 1.00.